Dataset: Catalyst prediction with 721,799 reactions and 888 catalyst types from USPTO. Task: Predict which catalyst facilitates the given reaction. (1) Reactant: [F:1][C:2]1[CH:3]=[C:4]2[C:8](=[CH:9][CH:10]=1)[N:7]([CH2:11][C:12]1[CH:17]=[CH:16][C:15]([N+:18]([O-])=O)=[CH:14][CH:13]=1)[N:6]=[C:5]2[CH2:21][C:22]([O:24][CH2:25][CH3:26])=[O:23].C(OCC)(=O)C. Product: [NH2:18][C:15]1[CH:14]=[CH:13][C:12]([CH2:11][N:7]2[C:8]3[C:4](=[CH:3][C:2]([F:1])=[CH:10][CH:9]=3)[C:5]([CH2:21][C:22]([O:24][CH2:25][CH3:26])=[O:23])=[N:6]2)=[CH:17][CH:16]=1. The catalyst class is: 19. (2) Reactant: [ClH:1].[CH3:2][C:3]1[CH:8]=[CH:7][C:6]([S:9]([N:12]2[CH2:17][CH2:16][O:15][CH2:14][CH2:13]2)(=[O:11])=[O:10])=[CH:5][C:4]=1[C:18]1[CH:23]=[CH:22][C:21]([CH2:24][C@H:25]([NH:39][C:40]([C@H:42]2[CH2:47][CH2:46][C@H:45]([CH2:48][NH:49]C(=O)OC(C)(C)C)[CH2:44][CH2:43]2)=[O:41])[C:26](=[O:38])[NH:27][C:28]2[CH:37]=[CH:36][C:31]3[NH:32][C:33](=[O:35])[NH:34][C:30]=3[CH:29]=2)=[CH:20][CH:19]=1.C(#N)C. Product: [ClH:1].[NH2:49][CH2:48][C@H:45]1[CH2:46][CH2:47][C@H:42]([C:40]([NH:39][C@@H:25]([CH2:24][C:21]2[CH:22]=[CH:23][C:18]([C:4]3[CH:5]=[C:6]([S:9]([N:12]4[CH2:17][CH2:16][O:15][CH2:14][CH2:13]4)(=[O:11])=[O:10])[CH:7]=[CH:8][C:3]=3[CH3:2])=[CH:19][CH:20]=2)[C:26](=[O:38])[NH:27][C:28]2[CH:37]=[CH:36][C:31]3[NH:32][C:33](=[O:35])[NH:34][C:30]=3[CH:29]=2)=[O:41])[CH2:43][CH2:44]1. The catalyst class is: 346. (3) Reactant: [C:1]([C:3]1[CH:4]=[C:5]([C:17]2[N:22]=[CH:21][N:20]=[C:19]([NH:23][C:24]3[C:25]([C:30](OC)=[O:31])=[N:26][N:27]([CH3:29])[CH:28]=3)[N:18]=2)[CH:6]=[CH:7][C:8]=1[O:9][C@H:10]1[CH2:15][CH2:14][NH:13][CH2:12][C@H:11]1[F:16])#[N:2].[H-].[Al+3].[Li+].[H-].[H-].[H-]. Product: [F:16][C@H:11]1[C@@H:10]([O:9][C:8]2[CH:7]=[CH:6][C:5]([C:17]3[N:18]=[C:19]([NH:23][C:24]4[C:25]([CH2:30][OH:31])=[N:26][N:27]([CH3:29])[CH:28]=4)[N:20]=[CH:21][N:22]=3)=[CH:4][C:3]=2[C:1]#[N:2])[CH2:15][CH2:14][NH:13][CH2:12]1. The catalyst class is: 1. (4) Reactant: S(Cl)([Cl:3])=O.[F:5][C:6]1[CH:11]=[CH:10][C:9]([NH:12][CH2:13][CH2:14][CH2:15]O)=[CH:8][CH:7]=1. Product: [Cl:3][CH2:15][CH2:14][CH2:13][NH:12][C:9]1[CH:10]=[CH:11][C:6]([F:5])=[CH:7][CH:8]=1. The catalyst class is: 11. (5) Reactant: Cl.CN(C)CCCN=C=NCC.[CH:13]1([CH2:16][NH2:17])[CH2:15][CH2:14]1.[CH2:18]([O:20][P:21]([CH2:26][C:27](O)=[O:28])([O:23][CH2:24][CH3:25])=[O:22])[CH3:19].O.ON1C2C=CC=CC=2N=N1. Product: [CH:13]1([CH2:16][NH:17][C:27](=[O:28])[CH2:26][P:21](=[O:22])([O:23][CH2:24][CH3:25])[O:20][CH2:18][CH3:19])[CH2:15][CH2:14]1. The catalyst class is: 2. (6) Reactant: [Br:1][C:2]1[CH:3]=[CH:4][C:5]2[S:9](=[O:11])(=[O:10])[N:8](C(C)(C)C)[CH2:7][C:6]=2[CH:16]=1. Product: [Br:1][C:2]1[CH:3]=[CH:4][C:5]2[S:9](=[O:10])(=[O:11])[NH:8][CH2:7][C:6]=2[CH:16]=1. The catalyst class is: 55. (7) Reactant: [Br-].[C:2]([C:5]1[CH:6]=[N+:7]([CH2:25][C:26]2[CH:31]=[CH:30][C:29]([Cl:32])=[CH:28][CH:27]=2)[CH:8]=[CH:9][C:10]=1[CH2:11][CH:12]1[CH2:21][CH2:20][C:19]2[C:14](=[CH:15][CH:16]=[C:17]([O:22][CH3:23])[CH:18]=2)[C:13]1=[O:24])(=[O:4])[CH3:3].C(NC(=O)C1CC=CNC=1)C1C=CC=CC=1.O. Product: [C:2]([C:5]1[CH:10]([CH2:11][CH:12]2[CH2:21][CH2:20][C:19]3[C:14](=[CH:15][CH:16]=[C:17]([O:22][CH3:23])[CH:18]=3)[C:13]2=[O:24])[CH:9]=[CH:8][N:7]([CH2:25][C:26]2[CH:31]=[CH:30][C:29]([Cl:32])=[CH:28][CH:27]=2)[CH:6]=1)(=[O:4])[CH3:3]. The catalyst class is: 4. (8) Reactant: C([O:3][C:4](=[O:16])[C:5]([O:12]C(=O)C)=[C:6]1[CH2:11][CH2:10][O:9][CH2:8][CH2:7]1)C.[OH-].[Na+].C(O)C.O.Cl. Product: [O:12]=[C:5]([CH:6]1[CH2:7][CH2:8][O:9][CH2:10][CH2:11]1)[C:4]([OH:16])=[O:3]. The catalyst class is: 6. (9) Reactant: [Br:1][C:2]1[CH:3]=[C:4](/[C:9](/[F:13])=[CH:10]/[CH:11]=[O:12])[CH:5]=[CH:6][C:7]=1[F:8].CC(=CC)C.[O-:19]Cl=O.[Na+]. Product: [Br:1][C:2]1[CH:3]=[C:4](/[C:9](/[F:13])=[CH:10]/[C:11]([OH:19])=[O:12])[CH:5]=[CH:6][C:7]=1[F:8]. The catalyst class is: 664. (10) Reactant: [Cl:1][C:2]1[CH:7]=[CH:6][C:5]([S:8]([CH2:11][C:12]2[CH:17]=[C:16]([F:18])[CH:15]=[CH:14][C:13]=2[F:19])(=[O:10])=[O:9])=[CH:4][CH:3]=1.[CH3:20]N(CN(C)C)C.C(OC(=O)C)(=O)C.O. Product: [Cl:1][C:2]1[CH:7]=[CH:6][C:5]([S:8]([C:11]([C:12]2[CH:17]=[C:16]([F:18])[CH:15]=[CH:14][C:13]=2[F:19])=[CH2:20])(=[O:10])=[O:9])=[CH:4][CH:3]=1. The catalyst class is: 9.